From a dataset of Reaction yield outcomes from USPTO patents with 853,638 reactions. Predict the reaction yield, written as a fraction of the theoretical maximum amount of product (1.0 means a 100% yield; for example, 0.34 means a 34% yield). (1) The reactants are [C:1]([O:5][C:6](=[O:26])[NH:7][CH:8]1[CH2:17][C:16]2[C:11](=[CH:12][CH:13]=[C:14](Br)[CH:15]=2)[N:10]([CH2:19][C:20]2[CH:25]=[CH:24][CH:23]=[CH:22][CH:21]=2)[CH2:9]1)([CH3:4])([CH3:3])[CH3:2].[C:27]1(B(O)O)[CH:32]=[CH:31][CH:30]=[CH:29][CH:28]=1.C([O-])([O-])=O.[Na+].[Na+].N#N. The catalyst is CCO.C1(C)C=CC=CC=1. The product is [C:1]([O:5][C:6](=[O:26])[NH:7][CH:8]1[CH2:17][C:16]2[C:11](=[CH:12][CH:13]=[C:14]([C:27]3[CH:32]=[CH:31][CH:30]=[CH:29][CH:28]=3)[CH:15]=2)[N:10]([CH2:19][C:20]2[CH:25]=[CH:24][CH:23]=[CH:22][CH:21]=2)[CH2:9]1)([CH3:4])([CH3:3])[CH3:2]. The yield is 0.670. (2) The reactants are [C:1]([C:5]1[CH:6]=[C:7]([CH:16]2[N:20]([C:21]3[CH:26]=[CH:25][C:24]([N+:27]([O-])=O)=[CH:23][CH:22]=3)[C:19](=[O:30])[CH2:18][S:17]2)[CH:8]=[C:9]([C:12]([CH3:15])([CH3:14])[CH3:13])[C:10]=1[OH:11])([CH3:4])([CH3:3])[CH3:2].C(=O)([O-])O.[Na+]. The catalyst is C(OCC)(=O)C. The product is [C:1]([C:5]1[CH:6]=[C:7]([CH:16]2[N:20]([C:21]3[CH:22]=[CH:23][C:24]([NH2:27])=[CH:25][CH:26]=3)[C:19](=[O:30])[CH2:18][S:17]2)[CH:8]=[C:9]([C:12]([CH3:15])([CH3:14])[CH3:13])[C:10]=1[OH:11])([CH3:2])([CH3:3])[CH3:4]. The yield is 0.690. (3) The reactants are C[O:2][C:3](=[O:36])[CH:4]([CH2:24][CH:25]=[CH:26][CH2:27][P:28]([O:33][CH2:34][CH3:35])([O:30][CH2:31][CH3:32])=[O:29])[CH2:5][C:6]([CH3:23])=[CH:7][CH2:8][C:9]1[C:10]([OH:22])=[C:11]2[C:15](=[C:16]([CH3:20])[C:17]=1[O:18][CH3:19])[CH2:14][O:13][C:12]2=[O:21].[OH-].[Li+]. The catalyst is C1COCC1.O. The product is [CH2:31]([O:30][P:28]([CH2:27][CH:26]=[CH:25][CH2:24][CH:4]([CH2:5][C:6]([CH3:23])=[CH:7][CH2:8][C:9]1[C:10]([OH:22])=[C:11]2[C:15](=[C:16]([CH3:20])[C:17]=1[O:18][CH3:19])[CH2:14][O:13][C:12]2=[O:21])[C:3]([OH:36])=[O:2])([O:33][CH2:34][CH3:35])=[O:29])[CH3:32]. The yield is 1.00. (4) The reactants are [O:1]=[C:2]1[CH2:7][O:6][C:5]2[N:8]=[C:9]([C:18]3[CH:23]=[CH:22][C:21]([C:24]4([NH:28][C:29](=[O:35])[O:30][C:31]([CH3:34])([CH3:33])[CH3:32])[CH2:27][CH2:26][CH2:25]4)=[CH:20][CH:19]=3)[C:10]([C:12]3[CH:17]=[CH:16][CH:15]=[CH:14][CH:13]=3)=[CH:11][C:4]=2[NH:3]1.C(=O)([O-])[O-].[K+].[K+].Br[CH2:43][CH:44]1[CH2:46][CH2:45]1. The catalyst is CN(C)C=O.C(=O)(O)[O-].[Na+]. The product is [CH:44]1([CH2:43][N:3]2[C:2](=[O:1])[CH2:7][O:6][C:5]3[N:8]=[C:9]([C:18]4[CH:23]=[CH:22][C:21]([C:24]5([NH:28][C:29](=[O:35])[O:30][C:31]([CH3:32])([CH3:34])[CH3:33])[CH2:25][CH2:26][CH2:27]5)=[CH:20][CH:19]=4)[C:10]([C:12]4[CH:13]=[CH:14][CH:15]=[CH:16][CH:17]=4)=[CH:11][C:4]2=3)[CH2:46][CH2:45]1. The yield is 0.720. (5) The reactants are [C:1]([N:4]1[CH:8]=[C:7]([C:9]([O:11][CH3:12])=[O:10])[CH2:6][C@@H:5]1[C:13]([O:15][C:16]([CH3:19])([CH3:18])[CH3:17])=[O:14])(=[O:3])[CH3:2]. The catalyst is [Ni].CO. The product is [C:1]([N:4]1[CH2:8][C@H:7]([C:9]([O:11][CH3:12])=[O:10])[CH2:6][C@@H:5]1[C:13]([O:15][C:16]([CH3:19])([CH3:18])[CH3:17])=[O:14])(=[O:3])[CH3:2]. The yield is 1.00. (6) The reactants are Br[C:2]1[CH:11]=[CH:10][C:5]([O:6][CH2:7][C:8]#[N:9])=[C:4]([F:12])[CH:3]=1.[CH:13]1([CH:18]([OH:21])[CH:19]=[CH2:20])[CH2:17][CH2:16][CH2:15][CH2:14]1.C(=O)(O)[O-].[Na+]. The catalyst is CN1CCCC1=O.Cl[Pd](Cl)([P](C1C=CC=CC=1)(C1C=CC=CC=1)C1C=CC=CC=1)[P](C1C=CC=CC=1)(C1C=CC=CC=1)C1C=CC=CC=1. The product is [CH:13]1([C:18](=[O:21])[CH2:19][CH2:20][C:2]2[CH:11]=[CH:10][C:5]([O:6][CH2:7][C:8]#[N:9])=[C:4]([F:12])[CH:3]=2)[CH2:17][CH2:16][CH2:15][CH2:14]1. The yield is 0.930. (7) The reactants are [Cl:1][C:2]1[CH:15]=[CH:14][C:5]([C:6]([CH2:8][C:9]([O:11][CH2:12][CH3:13])=[O:10])=[O:7])=[CH:4][CH:3]=1.[C:16]1(=O)[CH:21]=[CH:20][C:19](=[O:22])[CH:18]=[CH:17]1. The catalyst is C(O)C.CC(OC)(C)C.[Cl-].[Zn+2].[Cl-]. The product is [Cl:1][C:2]1[CH:3]=[CH:4][C:5]([C:6]2[O:7][C:16]3[CH:21]=[CH:20][C:19]([OH:22])=[CH:18][C:17]=3[C:8]=2[C:9]([O:11][CH2:12][CH3:13])=[O:10])=[CH:14][CH:15]=1. The yield is 0.440.